This data is from Reaction yield outcomes from USPTO patents with 853,638 reactions. The task is: Predict the reaction yield, written as a fraction of the theoretical maximum amount of product (1.0 means a 100% yield; for example, 0.34 means a 34% yield). (1) The reactants are [NH2:1][C:2]1[CH:10]=[C:6]([C:7]([OH:9])=[O:8])[C:5]([OH:11])=[CH:4][CH:3]=1.[N+:12]([C:15]1[CH:23]=[CH:22][C:18]([C:19](Cl)=[O:20])=[CH:17][CH:16]=1)([O-:14])=[O:13]. No catalyst specified. The product is [N+:12]([C:15]1[CH:16]=[CH:17][C:18]([C:19]([NH:1][C:2]2[CH:10]=[C:6]([C:7]([OH:9])=[O:8])[C:5]([OH:11])=[CH:4][CH:3]=2)=[O:20])=[CH:22][CH:23]=1)([O-:14])=[O:13]. The yield is 0.560. (2) The reactants are [CH3:1][C:2]1[C:11]2[C:6](=[CH:7][CH:8]=[CH:9][CH:10]=2)[N:5]=[C:4]([N:12]2[CH2:17][CH2:16][NH:15][CH2:14][CH2:13]2)[CH:3]=1.CCN=C=NCCCN(C)C.Cl.C1C=CC2N(O)N=NC=2C=1.C(N(CC)CC)C.[N+:47]([C:50]1[CH:55]=[CH:54][C:53]([NH:56][CH:57]2[CH2:62][CH2:61][CH:60]([O:63][CH2:64][C:65](O)=[O:66])[CH2:59][CH2:58]2)=[CH:52][C:51]=1[C:68]([F:71])([F:70])[F:69])([O-:49])=[O:48]. The catalyst is ClCCl. The product is [CH3:1][C:2]1[C:11]2[C:6](=[CH:7][CH:8]=[CH:9][CH:10]=2)[N:5]=[C:4]([N:12]2[CH2:17][CH2:16][N:15]([C:65](=[O:66])[CH2:64][O:63][CH:60]3[CH2:61][CH2:62][CH:57]([NH:56][C:53]4[CH:54]=[CH:55][C:50]([N+:47]([O-:49])=[O:48])=[C:51]([C:68]([F:70])([F:69])[F:71])[CH:52]=4)[CH2:58][CH2:59]3)[CH2:14][CH2:13]2)[CH:3]=1. The yield is 0.470.